From a dataset of Reaction yield outcomes from USPTO patents with 853,638 reactions. Predict the reaction yield, written as a fraction of the theoretical maximum amount of product (1.0 means a 100% yield; for example, 0.34 means a 34% yield). (1) The reactants are CC(OC(/[N:7]=N/C(OC(C)C)=O)=O)C.[CH:32]1[CH:33]=[CH:28]C(P([C:28]2[CH:33]=[CH:32][CH:31]=[CH:30]C=2)[C:32]2[CH:33]=[CH:28]C=[CH:30][CH:31]=2)=[CH:30][CH:31]=1.[OH:34][C:35]1[CH:36]=[C:37]([CH:42]=[CH:43][CH:44]=1)[C:38]([O:40][CH3:41])=[O:39].[CH2:45]1[CH2:49]OCC1. No catalyst specified. The product is [N:7]12[CH2:30][CH2:31][CH:32]([CH2:33][CH2:28]1)[CH:45]([O:34][C:35]1[CH:36]=[C:37]([CH:42]=[CH:43][CH:44]=1)[C:38]([O:40][CH3:41])=[O:39])[CH2:49]2. The yield is 0.532. (2) The reactants are Cl.[NH2:2][C@H:3]([CH:12]([CH3:14])[CH3:13])[C:4]([NH:6][CH2:7][C:8]([F:11])([F:10])[F:9])=[O:5].[Br:15][C:16]1[CH:17]=[N:18][CH:19]=[C:20](Br)[CH:21]=1.C(=O)([O-])[O-].[K+].[K+]. The catalyst is CS(C)=O.C(OCC)(=O)C.[Cu]I. The product is [Br:15][C:16]1[CH:21]=[C:20]([NH:2][C@H:3]([CH:12]([CH3:14])[CH3:13])[C:4]([NH:6][CH2:7][C:8]([F:9])([F:10])[F:11])=[O:5])[CH:19]=[N:18][CH:17]=1. The yield is 0.464. (3) The reactants are [Cl:1][C:2]1[CH:3]=[C:4]([OH:9])[CH:5]=[CH:6][C:7]=1[Cl:8].F[C:11]1[CH:16]=[CH:15][CH:14]=[CH:13][C:12]=1[N+:17]([O-:19])=[O:18].[Cl:20][C:21]1[CH:22]=[C:23]([CH:32]=[CH:33][C:34]=1[Cl:35])[O:24][C:25]1[CH:31]=[CH:30][CH:29]=[CH:28][C:26]=1[NH2:27].[NH2:36][C:37]1[S:38][CH:39]=[CH:40][N:41]=1. The product is [Cl:1][C:2]1[CH:3]=[C:4]([CH:5]=[CH:6][C:7]=1[Cl:8])[O:9][C:11]1[CH:16]=[CH:15][CH:14]=[CH:13][C:12]=1[N+:17]([O-:19])=[O:18].[Cl:20][C:21]1[CH:22]=[C:23]([CH:32]=[CH:33][C:34]=1[Cl:35])[O:24][C:25]1[CH:31]=[CH:30][CH:29]=[CH:28][C:26]=1[NH:27][C:4]([NH:36][C:37]1[S:38][CH:39]=[CH:40][N:41]=1)=[O:9]. No catalyst specified. The yield is 0.810. (4) The reactants are [CH:1]12[O:8][CH:5]([CH:6]=[CH:7]1)[CH2:4][CH:3]([C:9](O)=O)[CH2:2]2.CN(C(ON1N=NC2C=CC=NC1=2)=[N+](C)C)C.F[P-](F)(F)(F)(F)F.Cl.[NH2:37][C:38]1[C:39](=[O:52])[N:40]([CH2:49][CH2:50][CH3:51])[C:41](=[O:48])[N:42]([CH2:45][CH2:46][CH3:47])[C:43]=1[NH2:44].CCN(C(C)C)C(C)C. The catalyst is CN(C=O)C. The product is [CH:5]12[O:8][CH:1]([CH:7]=[CH:6]1)[CH2:2][CH:3]([C:9]1[NH:37][C:38]3[C:39](=[O:52])[N:40]([CH2:49][CH2:50][CH3:51])[C:41](=[O:48])[N:42]([CH2:45][CH2:46][CH3:47])[C:43]=3[N:44]=1)[CH2:4]2. The yield is 0.740. (5) The reactants are [Cl:1][C:2]1[C:3]([O:29][C:30]2[CH:35]=[CH:34][C:33]([C:36]3[CH:41]=[CH:40][C:39]([Cl:42])=[C:38]([C:43]([F:46])([F:45])[F:44])[CH:37]=3)=[CH:32][C:31]=2[C:47]2[CH:52]=[CH:51][N:50]=[N:49][CH:48]=2)=[CH:4][C:5]([F:28])=[C:6]([S:8]([N:11](CC2C=CC(OC)=CC=2OC)[C:12]2[S:13][CH:14]=[N:15][N:16]=2)(=[O:10])=[O:9])[CH:7]=1. The catalyst is Cl.O1CCOCC1.CO. The product is [Cl:1][C:2]1[C:3]([O:29][C:30]2[CH:35]=[CH:34][C:33]([C:36]3[CH:41]=[CH:40][C:39]([Cl:42])=[C:38]([C:43]([F:44])([F:45])[F:46])[CH:37]=3)=[CH:32][C:31]=2[C:47]2[CH:52]=[CH:51][N:50]=[N:49][CH:48]=2)=[CH:4][C:5]([F:28])=[C:6]([S:8]([NH:11][C:12]2[S:13][CH:14]=[N:15][N:16]=2)(=[O:9])=[O:10])[CH:7]=1. The yield is 0.680. (6) The reactants are C(OC([N:8]1[CH2:14][CH2:13][CH2:12][C@H:9]1[CH2:10][OH:11])=O)(C)(C)C.O[C:16]1[CH:25]=[CH:24][C:19]([C:20]([O:22][CH3:23])=[O:21])=[CH:18][C:17]=1[N+:26]([O-:28])=[O:27].C1C=CC(P(C2C=CC=CC=2)C2C=CC=CC=2)=CC=1.N(C(OC(C)C)=O)=NC(OC(C)C)=O. The catalyst is C1COCC1. The product is [N+:26]([C:17]1[CH:18]=[C:19]([CH:24]=[CH:25][C:16]=1[O:11][CH2:10][CH:9]1[CH2:12][CH2:13][CH2:14][NH:8]1)[C:20]([O:22][CH3:23])=[O:21])([O-:28])=[O:27]. The yield is 0.490. (7) The reactants are [Cl:1][C:2]1[C:3]([OH:28])=[C:4]([CH:8]=[C:9]([C:11]2[CH:12]=[C:13]3[C:19]([C:20]4[CH:25]=[CH:24][CH:23]=[CH:22][C:21]=4[O:26][CH3:27])=[N:18][NH:17][C:14]3=[N:15][CH:16]=2)[CH:10]=1)[C:5]([OH:7])=O.[CH2:29]([N:31]([CH2:40][CH3:41])[CH2:32][CH2:33][N:34]1[CH2:39][CH2:38][NH:37][CH2:36][CH2:35]1)[CH3:30].O=C1N(P(Cl)(N2CCOC2=O)=O)CCO1.C(=O)(O)[O-].[Na+]. The catalyst is C(#N)C.CN(C=O)C.O.C(OCC)(=O)C. The product is [Cl:1][C:2]1[C:3]([OH:28])=[C:4]([C:5]([N:37]2[CH2:38][CH2:39][N:34]([CH2:33][CH2:32][N:31]([CH2:40][CH3:41])[CH2:29][CH3:30])[CH2:35][CH2:36]2)=[O:7])[CH:8]=[C:9]([C:11]2[CH:12]=[C:13]3[C:19]([C:20]4[CH:25]=[CH:24][CH:23]=[CH:22][C:21]=4[O:26][CH3:27])=[N:18][NH:17][C:14]3=[N:15][CH:16]=2)[CH:10]=1. The yield is 0.170. (8) The reactants are C(=O)[C:2]1[CH:7]=[CH:6][CH:5]=[N:4][CH:3]=1.C(N(CC)CC)C.[CH3:16][C:17](=[O:20])[CH:18]=[CH2:19].[CH2:21]([OH:23])C. The catalyst is [Br-].C([N+]1C(C)=C(CCO)SC=1)C. The product is [N:4]1[CH:3]=[CH:2][CH:7]=[CH:6][C:5]=1[C:21](=[O:23])[CH2:19][CH2:18][C:17](=[O:20])[CH3:16]. The yield is 0.580. (9) The reactants are Br[C:2]1[CH:3]=[CH:4][C:5](OCCCCCCC)=[C:6]([CH:38]=1)[C:7]([NH:9][C@@H:10]([CH2:14][C:15]1[CH:20]=[CH:19][C:18]([C:21]2[CH:26]=[CH:25][CH:24]=[CH:23][C:22]=2OC2C=CC(C(F)(F)F)=CC=2)=[CH:17][CH:16]=1)[C:11]([OH:13])=[O:12])=[O:8].[CH2:47]([C:49]1[CH:54]=[CH:53][C:52](B(O)O)=[CH:51][CH:50]=1)[CH3:48]. No catalyst specified. The product is [C:18]1([C:21]2[CH:26]=[CH:25][CH:24]=[CH:23][CH:22]=2)[CH:17]=[CH:16][C:15]([CH2:14][C@H:10]([NH:9][C:7]([C:6]2[CH:38]=[C:2]([C:51]3[CH:52]=[CH:53][CH:54]=[C:49]([CH2:47][CH3:48])[CH:50]=3)[CH:3]=[CH:4][CH:5]=2)=[O:8])[C:11]([OH:13])=[O:12])=[CH:20][CH:19]=1. The yield is 0.850.